Dataset: Cav3 T-type calcium channel HTS with 100,875 compounds. Task: Binary Classification. Given a drug SMILES string, predict its activity (active/inactive) in a high-throughput screening assay against a specified biological target. (1) The drug is Clc1cc(c(OCC(=O)NCCOc2nc(N(C)C)nc(N(OC)C)n2)cc1)C. The result is 0 (inactive). (2) The compound is O(\C=N\c1n(nc(c1C#N)CC#N)c1ccccc1)CC. The result is 0 (inactive).